This data is from Reaction yield outcomes from USPTO patents with 853,638 reactions. The task is: Predict the reaction yield, written as a fraction of the theoretical maximum amount of product (1.0 means a 100% yield; for example, 0.34 means a 34% yield). The reactants are [CH3:1][O:2][C:3](=[O:9])[C@H:4]([CH:6]([CH3:8])[CH3:7])[NH2:5].N1C=CC=CC=1.[Br:16][CH2:17][CH2:18][CH2:19][C:20](Cl)=[O:21]. The catalyst is C(Cl)Cl. The product is [CH3:1][O:2][C:3](=[O:9])[C@H:4]([CH:6]([CH3:8])[CH3:7])[NH:5][C:20](=[O:21])[CH2:19][CH2:18][CH2:17][Br:16]. The yield is 0.770.